From a dataset of Full USPTO retrosynthesis dataset with 1.9M reactions from patents (1976-2016). Predict the reactants needed to synthesize the given product. (1) Given the product [CH:1]12[CH2:7][CH:4]([CH2:5][CH2:6]1)[CH2:3][C@@H:2]2[NH:8][C:9]1[C:14]([NH2:15])=[CH:13][N:12]=[C:11]2[CH:18]=[CH:19][S:20][C:10]=12, predict the reactants needed to synthesize it. The reactants are: [CH:1]12[CH2:7][CH:4]([CH2:5][CH2:6]1)[CH2:3][C@@H:2]2[NH:8][C:9]1[C:14]([N+:15]([O-])=O)=[CH:13][N:12]=[C:11]2[CH:18]=[CH:19][S:20][C:10]=12. (2) Given the product [Br:1][C:12]1[CH:13]=[CH:14][C:9]([N:15]2[CH2:21][CH2:20][CH2:19][CH2:18][CH2:17][CH2:16]2)=[CH:10][CH:11]=1, predict the reactants needed to synthesize it. The reactants are: [Br:1]N1C(=O)CCC1=O.[C:9]1([N:15]2[CH2:21][CH2:20][CH2:19][CH2:18][CH2:17][CH2:16]2)[CH:14]=[CH:13][CH:12]=[CH:11][CH:10]=1. (3) Given the product [Cl:17][C:7]([C:6]1[CH:5]=[C:4]([CH:12]=[CH:11][CH:10]=1)[C:3]([O:2][CH3:1])=[O:13])=[O:8], predict the reactants needed to synthesize it. The reactants are: [CH3:1][O:2][C:3](=[O:13])[C:4]1[CH:12]=[CH:11][CH:10]=[C:6]([C:7](O)=[O:8])[CH:5]=1.C(Cl)(=O)C([Cl:17])=O. (4) The reactants are: [CH:1](OCC#N)=[O:2].Cl.[CH3:8][O:9][C:10](=[O:20])[C@H:11]([CH2:13][C:14]1[CH:19]=[CH:18][CH:17]=[CH:16][CH:15]=1)[NH2:12].C(N(CC)CC)C. Given the product [CH:1]([NH:12][CH:11]([CH2:13][C:14]1[CH:19]=[CH:18][CH:17]=[CH:16][CH:15]=1)[C:10]([O:9][CH3:8])=[O:20])=[O:2], predict the reactants needed to synthesize it. (5) Given the product [CH3:30][C:27]1([CH3:31])[CH2:28][O:29][B:24]([C:2]2[CH:23]=[CH:22][C:5]3[C:6]4[N:10]([CH2:11][CH2:12][O:13][C:4]=3[CH:3]=2)[CH:9]=[C:8]([C:14]2[N:15]([CH:19]([CH3:21])[CH3:20])[N:16]=[CH:17][N:18]=2)[N:7]=4)[O:25][CH2:26]1, predict the reactants needed to synthesize it. The reactants are: Br[C:2]1[CH:23]=[CH:22][C:5]2[C:6]3[N:10]([CH2:11][CH2:12][O:13][C:4]=2[CH:3]=1)[CH:9]=[C:8]([C:14]1[N:15]([CH:19]([CH3:21])[CH3:20])[N:16]=[CH:17][N:18]=1)[N:7]=3.[B:24]1([B:24]2[O:29][CH2:28][C:27]([CH3:31])([CH3:30])[CH2:26][O:25]2)[O:29][CH2:28][C:27]([CH3:31])([CH3:30])[CH2:26][O:25]1.C([O-])(=O)C.[K+].O1CCOCC1. (6) The reactants are: Cl.[S:2]([N:12]1[C:16]2=[N:17][CH:18]=[C:19]([CH2:21][NH2:22])[N:20]=[C:15]2[CH:14]=[CH:13]1)([C:5]1[CH:11]=[CH:10][C:8]([CH3:9])=[CH:7][CH:6]=1)(=[O:4])=[O:3].CCN(C(C)C)C(C)C.[C:32]([N:39]1[CH2:44][CH2:43][CH2:42][C@@H:41]([C:45](O)=[O:46])[CH2:40]1)([O:34][C:35]([CH3:38])([CH3:37])[CH3:36])=[O:33].CN(C(ON1N=NC2C=CC=NC1=2)=[N+](C)C)C.F[P-](F)(F)(F)(F)F. Given the product [S:2]([N:12]1[C:16]2=[N:17][CH:18]=[C:19]([CH2:21][NH:22][C:45]([C@@H:41]3[CH2:42][CH2:43][CH2:44][N:39]([C:32]([O:34][C:35]([CH3:38])([CH3:37])[CH3:36])=[O:33])[CH2:40]3)=[O:46])[N:20]=[C:15]2[CH:14]=[CH:13]1)([C:5]1[CH:6]=[CH:7][C:8]([CH3:9])=[CH:10][CH:11]=1)(=[O:3])=[O:4], predict the reactants needed to synthesize it. (7) The reactants are: [Cl:1][C:2]1[N:3]2[C:7]([N:8]=[C:9]3[CH2:15]CCC[CH2:11][C:10]=13)=[CH:6][CH:5]=[N:4]2.N1N2C(N=C3C(=C2O)C[O:23]C3)=CC=1.P(Cl)(Cl)(Cl)=O. Given the product [Cl:1][C:2]1[N:3]2[C:7](=[CH:6][CH:5]=[N:4]2)[N:8]=[C:9]2[C:10]=1[CH2:11][O:23][CH2:15]2, predict the reactants needed to synthesize it. (8) The reactants are: [CH3:1][C:2]1[CH:6]=[CH:5][N:4]([C:7]2[CH:8]=[N:9][CH:10]=[CH:11][CH:12]=2)[N:3]=1.[I:13](O)(=O)=O.II.[S].S([O-])([O-])(=O)=S.[Na+].[Na+]. Given the product [I:13][C:6]1[C:2]([CH3:1])=[N:3][N:4]([C:7]2[CH:8]=[N:9][CH:10]=[CH:11][CH:12]=2)[CH:5]=1, predict the reactants needed to synthesize it. (9) Given the product [O:1]1[CH2:5][CH2:4][O:3][CH:2]1[C:6]1[S:10][C:9]([CH3:11])=[C:8]([CH:12]2[C:13]3[CH:18]=[CH:17][CH:16]=[CH:15][C:14]=3[O:19][CH2:21][O:20]2)[CH:7]=1, predict the reactants needed to synthesize it. The reactants are: [O:1]1[CH2:5][CH2:4][O:3][CH:2]1[C:6]1[S:10][C:9]([CH3:11])=[C:8]([CH:12]([OH:20])[C:13]2[CH:18]=[CH:17][CH:16]=[CH:15][C:14]=2[OH:19])[CH:7]=1.[CH3:21]N(C=O)C.[H-].[Na+].C([O-])(O)=O.[Na+].